Predict the reaction yield, written as a fraction of the theoretical maximum amount of product (1.0 means a 100% yield; for example, 0.34 means a 34% yield). From a dataset of Reaction yield outcomes from USPTO patents with 853,638 reactions. (1) The yield is 0.490. The reactants are [F:1][C:2]1[CH:3]=[C:4]([C@@H:10]([NH:12][C:13](=[O:19])[O:14][C:15]([CH3:18])([CH3:17])[CH3:16])[CH3:11])[CH:5]=[CH:6][C:7]=1[CH:8]=O.Cl.Cl.[CH3:22][N:23]1[CH2:28][CH2:27][NH:26][CH2:25][C:24]1([CH3:30])[CH3:29].C(O[BH-](OC(=O)C)OC(=O)C)(=O)C.[Na+].CO.C(Cl)Cl. The product is [F:1][C:2]1[CH:3]=[C:4]([C@@H:10]([NH:12][C:13](=[O:19])[O:14][C:15]([CH3:18])([CH3:17])[CH3:16])[CH3:11])[CH:5]=[CH:6][C:7]=1[CH2:8][N:26]1[CH2:27][CH2:28][N:23]([CH3:22])[C:24]([CH3:30])([CH3:29])[CH2:25]1. The catalyst is C1COCC1. (2) The reactants are [Cl:1][C:2]1[CH:7]=[CH:6][C:5]([O:8][C:9]2[CH:14]=[CH:13][C:12]([CH2:15][CH2:16][C:17]3[NH:18][CH:19]=[C:20]([CH2:24][C:25]4[CH:26]=[N:27][CH:28]=[N:29][CH:30]=4)[C:21](=[O:23])[N:22]=3)=[CH:11][CH:10]=2)=[CH:4][C:3]=1[C:31]([F:34])([F:33])[F:32].[CH3:35]CN(C(C)C)C(C)C.CI. The catalyst is ClC(Cl)C. The product is [Cl:1][C:2]1[CH:7]=[CH:6][C:5]([O:8][C:9]2[CH:14]=[CH:13][C:12]([CH2:15][CH2:16][C:17]3[N:18]([CH3:35])[CH:19]=[C:20]([CH2:24][C:25]4[CH:30]=[N:29][CH:28]=[N:27][CH:26]=4)[C:21](=[O:23])[N:22]=3)=[CH:11][CH:10]=2)=[CH:4][C:3]=1[C:31]([F:34])([F:32])[F:33]. The yield is 0.0780. (3) The reactants are Cl[C:2]1[CH:7]=[C:6]2[NH:8][C:9](=[O:36])[C:10]3([CH:15](C4C=CC=C(Cl)C=4)[CH2:14][C:13](=[O:23])[N:12](CC(F)=O)[CH:11]3C3C=C(F)C=CC=3C)[C:5]2=[CH:4][CH:3]=1.CN1CCC(N)CC1.CN1CCOCC1. The catalyst is CN(C)C1C=CN=CC=1.O1CCCC1. The product is [NH:12]1[C:13](=[O:23])[CH2:14][CH2:15][C:10]2([C:5]3[C:6](=[CH:7][CH:2]=[CH:3][CH:4]=3)[NH:8][C:9]2=[O:36])[CH2:11]1. The yield is 0.367. (4) The reactants are [CH3:1][O:2][C:3]1[N:8]=[C:7]([CH2:9][S:10]([C:13]2[CH:18]=[CH:17][CH:16]=[CH:15][CH:14]=2)(=[O:12])=[O:11])[C:6]([N+:19]([O-])=O)=[CH:5][CH:4]=1.[Sn]. The catalyst is CO.Cl. The product is [NH2:19][C:6]1[C:7]([CH2:9][S:10]([C:13]2[CH:14]=[CH:15][CH:16]=[CH:17][CH:18]=2)(=[O:12])=[O:11])=[N:8][C:3]([O:2][CH3:1])=[CH:4][CH:5]=1. The yield is 0.940. (5) The reactants are [CH2:1]([O:3][CH:4]([O:17][CH2:18][CH3:19])[C:5]1[O:6][C:7]2[CH:13]=[C:12]([C:14]([OH:16])=O)[CH:11]=[CH:10][C:8]=2[CH:9]=1)[CH3:2].[ClH:20].Cl.[NH2:22][C@@H:23]1[CH:28]2[CH2:29][CH2:30][N:25]([CH2:26][CH2:27]2)[CH2:24]1. No catalyst specified. The product is [ClH:20].[N:25]12[CH2:30][CH2:29][CH:28]([CH2:27][CH2:26]1)[C@@H:23]([NH:22][C:14]([C:12]1[CH:11]=[CH:10][C:8]3[CH:9]=[C:5]([CH:4]([O:3][CH2:1][CH3:2])[O:17][CH2:18][CH3:19])[O:6][C:7]=3[CH:13]=1)=[O:16])[CH2:24]2. The yield is 0.700. (6) The reactants are [CH3:1][O:2][C:3]([C:5]1[NH:9][C:8]2[CH:10]=[CH:11][CH:12]=[CH:13][C:7]=2[N:6]=1)=[O:4].[H-].[Na+].I[CH3:17]. The catalyst is CN(C=O)C.[Cl-].[Na+].O. The product is [CH3:1][O:2][C:3]([C:5]1[N:6]([CH3:17])[C:7]2[CH:13]=[CH:12][CH:11]=[CH:10][C:8]=2[N:9]=1)=[O:4]. The yield is 0.900.